From a dataset of Catalyst prediction with 721,799 reactions and 888 catalyst types from USPTO. Predict which catalyst facilitates the given reaction. Reactant: [CH2:1]([N:7]1[CH2:12][CH2:11][C:10]([C:16]2[CH:21]=[CH:20][CH:19]=[C:18]([OH:22])[CH:17]=2)([CH2:13][CH2:14][CH3:15])[CH2:9][CH2:8]1)[CH2:2][CH2:3][CH2:4][CH2:5][CH3:6].C(N(CC)CC)C.C1C=CC(N([S:37]([C:40]([F:43])([F:42])[F:41])(=[O:39])=[O:38])[S:37]([C:40]([F:43])([F:42])[F:41])(=[O:39])=[O:38])=CC=1.[OH-].[Na+]. Product: [CH2:1]([N:7]1[CH2:12][CH2:11][C:10]([CH2:13][CH2:14][CH3:15])([C:16]2[CH:21]=[CH:20][CH:19]=[C:18]([O:22][S:37]([C:40]([F:43])([F:42])[F:41])(=[O:39])=[O:38])[CH:17]=2)[CH2:9][CH2:8]1)[CH2:2][CH2:3][CH2:4][CH2:5][CH3:6]. The catalyst class is: 46.